From a dataset of Reaction yield outcomes from USPTO patents with 853,638 reactions. Predict the reaction yield, written as a fraction of the theoretical maximum amount of product (1.0 means a 100% yield; for example, 0.34 means a 34% yield). (1) The reactants are [Cl:1][C:2]1[CH:3]=[C:4]([CH:9]([C:28]([F:31])([F:30])[F:29])/[CH:10]=[CH:11]/[C:12]2[CH:13]=[CH:14][C:15]([N:23]3[CH:27]=[N:26][CH:25]=[N:24]3)=[C:16]([CH:22]=2)[C:17]([O:19]CC)=[O:18])[CH:5]=[C:6]([Cl:8])[CH:7]=1. The yield is 0.600. The catalyst is Cl. The product is [Cl:8][C:6]1[CH:5]=[C:4]([CH:9]([C:28]([F:29])([F:31])[F:30])/[CH:10]=[CH:11]/[C:12]2[CH:13]=[CH:14][C:15]([N:23]3[CH:27]=[N:26][CH:25]=[N:24]3)=[C:16]([CH:22]=2)[C:17]([OH:19])=[O:18])[CH:3]=[C:2]([Cl:1])[CH:7]=1. (2) The reactants are Cl.Cl.[NH2:3][C:4]1[N:9]=[CH:8][N:7]=[C:6]2[N:10]([CH:16]([C:18]3[C:19]([O:31][CH3:32])=[C:20]([CH:27]4[CH2:30][NH:29][CH2:28]4)[C:21]([CH3:26])=[C:22]([CH:25]=3)[C:23]#[N:24])[CH3:17])[N:11]=[C:12]([CH:13]([F:15])[F:14])[C:5]=12.[Si]([O:40][CH2:41][CH:42]=O)(C(C)(C)C)(C)C.C(N(CC)CC)C.C(O[BH-](OC(=O)C)OC(=O)C)(=O)C.[Na+].[F-].C([N+](CCCC)(CCCC)CCCC)CCC.C1COCC1. The catalyst is C(Cl)Cl. The product is [NH2:3][C:4]1[N:9]=[CH:8][N:7]=[C:6]2[N:10]([CH:16]([C:18]3[C:19]([O:31][CH3:32])=[C:20]([CH:27]4[CH2:30][N:29]([CH2:42][CH2:41][OH:40])[CH2:28]4)[C:21]([CH3:26])=[C:22]([CH:25]=3)[C:23]#[N:24])[CH3:17])[N:11]=[C:12]([CH:13]([F:14])[F:15])[C:5]=12. The yield is 0.200. (3) The yield is 0.680. The catalyst is CCOCC. The reactants are C(OC(=O)[NH:7][C:8]1[CH:13]=[CH:12][CH:11]=[CH:10][CH:9]=1)(C)(C)C.[Li]C(C)(C)C.CCCCC.CON(C)[C:28]([CH:30]1[CH2:34][CH2:33][CH2:32][CH2:31]1)=[O:29]. The product is [NH2:7][C:8]1[CH:9]=[CH:10][CH:11]=[CH:12][C:13]=1[C:28]([CH:30]1[CH2:34][CH2:33][CH2:32][CH2:31]1)=[O:29]. (4) The product is [Cl:1][C:2]1[N:7]=[CH:6][C:5]2[C:8]([NH:35][CH:33]([CH3:34])[C:32]([F:37])([F:36])[F:31])=[N:9][N:10]([C:11]([C:24]3[CH:29]=[CH:28][CH:27]=[CH:26][CH:25]=3)([C:18]3[CH:23]=[CH:22][CH:21]=[CH:20][CH:19]=3)[C:12]3[CH:17]=[CH:16][CH:15]=[CH:14][CH:13]=3)[C:4]=2[CH:3]=1. The yield is 0.670. The catalyst is C1COCC1.CC(C1C=C(C(C)C)C(C2C(P(C(C)(C)C)C(C)(C)C)=CC=CC=2)=C(C(C)C)C=1)C.C1C=[C-]C(CCN)=CC=1.Cl[Pd+]. The reactants are [Cl:1][C:2]1[N:7]=[CH:6][C:5]2[C:8](I)=[N:9][N:10]([C:11]([C:24]3[CH:29]=[CH:28][CH:27]=[CH:26][CH:25]=3)([C:18]3[CH:23]=[CH:22][CH:21]=[CH:20][CH:19]=3)[C:12]3[CH:17]=[CH:16][CH:15]=[CH:14][CH:13]=3)[C:4]=2[CH:3]=1.[F:31][C:32]([F:37])([F:36])[CH:33]([NH2:35])[CH3:34].CC(C)([O-])C.[Na+]. (5) The reactants are [CH3:1][N:2]1[CH:6]([C:7]([OH:9])=O)[CH2:5][C:4]([CH3:10])=[N:3]1.[NH2:11][C:12]1[CH:13]=[C:14]([CH:31]=[CH:32][C:33]=1[F:34])[O:15][C:16]1[CH:17]=[CH:18][C:19]2[N:20]([CH:22]=[C:23]([NH:25][C:26]([CH:28]3[CH2:30][CH2:29]3)=[O:27])[N:24]=2)[N:21]=1.F[P-](F)(F)(F)(F)F.N1(OC(N(C)C)=[N+](C)C)C2N=CC=CC=2N=N1.C(N(CC)C(C)C)(C)C. The catalyst is CN(C)C=O. The product is [CH:28]1([C:26]([NH:25][C:23]2[N:24]=[C:19]3[CH:18]=[CH:17][C:16]([O:15][C:14]4[CH:31]=[CH:32][C:33]([F:34])=[C:12]([NH:11][C:7]([CH:6]5[N:2]([CH3:1])[N:3]=[C:4]([CH3:10])[CH2:5]5)=[O:9])[CH:13]=4)=[N:21][N:20]3[CH:22]=2)=[O:27])[CH2:29][CH2:30]1. The yield is 0.630. (6) The reactants are [C:1](Cl)(=[O:3])[CH3:2].C(N(CC)CC)C.[I:12][C:13]1[CH:14]=[N:15][NH:16][CH:17]=1.O. The catalyst is ClCCl. The product is [C:1]([N:15]1[CH:14]=[C:13]([I:12])[CH:17]=[N:16]1)(=[O:3])[CH3:2]. The yield is 0.910. (7) The reactants are [CH:1]([O:4][C:5](=[O:30])[NH:6][C:7]1[CH:12]=[CH:11][C:10]([C:13]2[N:14]([CH:26]3[CH2:29][CH2:28][CH2:27]3)[C:15]3[C:20]([C:21]=2[C:22]#[N:23])=[CH:19][CH:18]=[C:17]([O:24]C)[CH:16]=3)=[CH:9][CH:8]=1)([CH3:3])[CH3:2].B(Br)(Br)Br.O. The catalyst is C(Cl)Cl. The product is [CH:1]([O:4][C:5](=[O:30])[NH:6][C:7]1[CH:8]=[CH:9][C:10]([C:13]2[N:14]([CH:26]3[CH2:29][CH2:28][CH2:27]3)[C:15]3[C:20]([C:21]=2[C:22]#[N:23])=[CH:19][CH:18]=[C:17]([OH:24])[CH:16]=3)=[CH:11][CH:12]=1)([CH3:3])[CH3:2]. The yield is 0.710. (8) The reactants are I[CH3:2].[NH2:3][C:4]1[CH:13]=[CH:12][C:7]([C:8]([O:10][CH3:11])=[O:9])=[C:6]([CH3:14])[C:5]=1[N+:15]([O-:17])=[O:16].[H-].[Na+]. The catalyst is O1CCCC1. The product is [CH3:14][C:6]1[C:5]([N+:15]([O-:17])=[O:16])=[C:4]([NH:3][CH3:2])[CH:13]=[CH:12][C:7]=1[C:8]([O:10][CH3:11])=[O:9]. The yield is 0.720. (9) The reactants are [Cl:1][C:2]([F:13])([F:12])[C:3]1[N:8]=[CH:7][C:6]([CH:9](O)[CH3:10])=[CH:5][CH:4]=1.S(Cl)([Cl:16])=O. The catalyst is C(Cl)Cl. The product is [Cl:1][C:2]([F:13])([F:12])[C:3]1[CH:4]=[CH:5][C:6]([CH:9]([Cl:16])[CH3:10])=[CH:7][N:8]=1. The yield is 0.980.